Predict the reaction yield, written as a fraction of the theoretical maximum amount of product (1.0 means a 100% yield; for example, 0.34 means a 34% yield). From a dataset of Reaction yield outcomes from USPTO patents with 853,638 reactions. (1) The reactants are [CH:1]1([N:6]2[C:10]3[N:11]=[C:12]([NH:15][C:16]4[CH:24]=[CH:23][C:19]([C:20]([OH:22])=O)=[CH:18][N:17]=4)[N:13]=[CH:14][C:9]=3[CH:8]=[C:7]2[C:25](=[O:29])[N:26]([CH3:28])[CH3:27])[CH2:5][CH2:4][CH2:3][CH2:2]1.[CH2:30]1[C:33]2([CH2:36][NH:35][CH2:34]2)[CH2:32][N:31]1[C:37]([O:39][C:40]([CH3:43])([CH3:42])[CH3:41])=[O:38]. No catalyst specified. The product is [CH:1]1([N:6]2[C:10]3[N:11]=[C:12]([NH:15][C:16]4[CH:24]=[CH:23][C:19]([C:20]([N:35]5[CH2:34][C:33]6([CH2:30][N:31]([C:37]([O:39][C:40]([CH3:42])([CH3:41])[CH3:43])=[O:38])[CH2:32]6)[CH2:36]5)=[O:22])=[CH:18][N:17]=4)[N:13]=[CH:14][C:9]=3[CH:8]=[C:7]2[C:25](=[O:29])[N:26]([CH3:28])[CH3:27])[CH2:2][CH2:3][CH2:4][CH2:5]1. The yield is 0.740. (2) The catalyst is C1(C)C=CC=CC=1.ClCCl. The reactants are [NH2:1][C@H:2]1[CH2:11][CH2:10][C:9]2[C:8]([S:12]([NH:15][C:16]3[CH:21]=[CH:20][C:19]([F:22])=[C:18]([Cl:23])[CH:17]=3)(=[O:14])=[O:13])=[CH:7][CH:6]=[C:5]([O:24][CH3:25])[C:4]=2[CH2:3]1.Br[CH2:27][CH2:28][CH2:29][CH2:30]Br.CCN(C(C)C)C(C)C.[I-].[K+]. The yield is 0.760. The product is [Cl:23][C:18]1[CH:17]=[C:16]([NH:15][S:12]([C:8]2[C:9]3[CH2:10][CH2:11][C@H:2]([N:1]4[CH2:30][CH2:29][CH2:28][CH2:27]4)[CH2:3][C:4]=3[C:5]([O:24][CH3:25])=[CH:6][CH:7]=2)(=[O:13])=[O:14])[CH:21]=[CH:20][C:19]=1[F:22]. (3) The reactants are [F:1][C:2]1[CH:3]=[C:4](/[CH:16]=[C:17](\[CH3:30])/[CH2:18][N:19]2C(=O)C3C(=CC=CC=3)C2=O)[CH:5]=[C:6]([F:15])[C:7]=1[O:8][C:9]1[CH:14]=[CH:13][CH:12]=[CH:11][CH:10]=1.O.NN. The catalyst is CO. The product is [F:1][C:2]1[CH:3]=[C:4](/[CH:16]=[C:17](\[CH3:30])/[CH2:18][NH2:19])[CH:5]=[C:6]([F:15])[C:7]=1[O:8][C:9]1[CH:14]=[CH:13][CH:12]=[CH:11][CH:10]=1. The yield is 0.710. (4) The reactants are C[O:2][C:3]1[C:4]([CH3:36])=[C:5]([C:27]([O:34]C)=[C:28]([O:32][CH3:33])[C:29]=1[O:30][CH3:31])[CH2:6][C:7]1[C:8]([C:21]2[CH:26]=[CH:25][N:24]=[CH:23][CH:22]=2)=[C:9]([CH:18]=[CH:19][CH:20]=1)[C:10]([N:12]1[CH2:17][CH2:16][CH2:15][CH2:14][CH2:13]1)=[O:11].O=[N+]([O-])[O-].[O-][N+](=O)[O-].[O-][N+](=O)[O-].[O-][N+](=O)[O-].[O-][N+](=O)[O-].[O-][N+](=O)[O-].[Ce+4].[NH4+].[NH4+].C(=O)([O-])O.[Na+]. The catalyst is C(#N)C.O. The product is [CH3:31][O:30][C:29]1[C:3](=[O:2])[C:4]([CH3:36])=[C:5]([CH2:6][C:7]2[C:8]([C:21]3[CH:22]=[CH:23][N:24]=[CH:25][CH:26]=3)=[C:9]([CH:18]=[CH:19][CH:20]=2)[C:10]([N:12]2[CH2:17][CH2:16][CH2:15][CH2:14][CH2:13]2)=[O:11])[C:27](=[O:34])[C:28]=1[O:32][CH3:33]. The yield is 0.460. (5) The reactants are [CH2:1]([O:3][C:4](=[O:7])[CH:5]=[O:6])C.CC1C=CC(S([CH2:18][N+:19]#[C-:20])(=O)=O)=CC=1.C([O-])([O-])=O.[K+].[K+]. The catalyst is CO. The product is [CH3:1][O:3][C:4]([C:5]1[O:6][CH:20]=[N:19][CH:18]=1)=[O:7]. The yield is 0.600.